Dataset: Catalyst prediction with 721,799 reactions and 888 catalyst types from USPTO. Task: Predict which catalyst facilitates the given reaction. (1) Reactant: [CH3:1][C:2]([C:9]1[CH:14]=[CH:13][C:12](B2OC(C)(C)C(C)(C)O2)=[CH:11][CH:10]=1)([CH3:8])[C:3]([O:5][CH2:6][CH3:7])=[O:4].Br[C:25]1[CH:30]=[CH:29][C:28]([C:31]([F:34])([F:33])[F:32])=[CH:27][N:26]=1.C(=O)([O-])[O-].[Na+].[Na+]. Product: [CH3:8][C:2]([C:9]1[CH:10]=[CH:11][C:12]([C:25]2[CH:30]=[CH:29][C:28]([C:31]([F:34])([F:33])[F:32])=[CH:27][N:26]=2)=[CH:13][CH:14]=1)([CH3:1])[C:3]([O:5][CH2:6][CH3:7])=[O:4]. The catalyst class is: 423. (2) Reactant: [Br:1][C:2]1[CH:10]=[CH:9][C:5]([CH2:6][CH2:7][NH2:8])=[CH:4][CH:3]=1.[C:11](O[C:11]([O:13][C:14]([CH3:17])([CH3:16])[CH3:15])=[O:12])([O:13][C:14]([CH3:17])([CH3:16])[CH3:15])=[O:12].C(=O)(O)[O-].[Na+]. Product: [Br:1][C:2]1[CH:10]=[CH:9][C:5]([CH:6]([C:11]([O:13][C:14]([CH3:17])([CH3:16])[CH3:15])=[O:12])[CH2:7][NH2:8])=[CH:4][CH:3]=1. The catalyst class is: 146. (3) Reactant: [Br:1][C:2]1[CH:3]=[C:4]([C:8]2[O:9][C:10]([CH3:15])=[C:11]([CH3:14])[N+:12]=2[O-])[CH:5]=[CH:6][CH:7]=1.P(Cl)(Cl)([Cl:18])=O. Product: [Br:1][C:2]1[CH:3]=[C:4]([C:8]2[O:9][C:10]([CH3:15])=[C:11]([CH2:14][Cl:18])[N:12]=2)[CH:5]=[CH:6][CH:7]=1. The catalyst class is: 22. (4) Reactant: [CH3:1][C:2]1[CH:8]=[C:7]([CH3:9])[CH:6]=[C:5]([CH3:10])[C:3]=1[NH2:4].C(N(CC)CC)C.[C:18]1([S:24]([NH:27][C:28]2[CH:32]=[CH:31][S:30][C:29]=2[C:33](Cl)=[O:34])(=[O:26])=[O:25])[CH:23]=[CH:22][CH:21]=[CH:20][CH:19]=1.CCCCCC.C(OCC)(=O)C. Product: [CH3:1][C:2]1[CH:8]=[C:7]([CH3:9])[CH:6]=[C:5]([CH3:10])[C:3]=1[NH:4][C:33]([C:29]1[S:30][CH:31]=[CH:32][C:28]=1[NH:27][S:24]([C:18]1[CH:19]=[CH:20][CH:21]=[CH:22][CH:23]=1)(=[O:25])=[O:26])=[O:34]. The catalyst class is: 4. (5) Reactant: [CH3:1][O:2][C:3]1[CH:8]=[C:7]([N+:9]([O-])=O)[CH:6]=[CH:5][C:4]=1[C:12]1[O:13][C:14]([C:17]2[C:18]([C:23]3[CH:28]=[CH:27][CH:26]=[CH:25][CH:24]=3)=[N:19][O:20][C:21]=2[CH3:22])=[N:15][N:16]=1.Cl.C(=O)([O-])[O-].[Na+].[Na+].C(OCC)(=O)C. Product: [CH3:1][O:2][C:3]1[CH:8]=[C:7]([NH2:9])[CH:6]=[CH:5][C:4]=1[C:12]1[O:13][C:14]([C:17]2[C:18]([C:23]3[CH:24]=[CH:25][CH:26]=[CH:27][CH:28]=3)=[N:19][O:20][C:21]=2[CH3:22])=[N:15][N:16]=1. The catalyst class is: 186. (6) Reactant: CI.[C:3]1([C:9]2([C:12]([OH:14])=[O:13])[CH2:11][CH2:10]2)[CH:8]=[CH:7][CH:6]=[CH:5][CH:4]=1.[C:15](=O)([O-])[O-].[K+].[K+].CN(C)C=O. Product: [C:3]1([C:9]2([C:12]([O:14][CH3:15])=[O:13])[CH2:11][CH2:10]2)[CH:8]=[CH:7][CH:6]=[CH:5][CH:4]=1. The catalyst class is: 28.